This data is from Peptide-MHC class I binding affinity with 185,985 pairs from IEDB/IMGT. The task is: Regression. Given a peptide amino acid sequence and an MHC pseudo amino acid sequence, predict their binding affinity value. This is MHC class I binding data. (1) The peptide sequence is ISNNHIISK. The MHC is HLA-A02:19 with pseudo-sequence HLA-A02:19. The binding affinity (normalized) is 0.0847. (2) The peptide sequence is FELLHFISS. The MHC is HLA-B46:01 with pseudo-sequence HLA-B46:01. The binding affinity (normalized) is 0.0847. (3) The peptide sequence is RLYYDSMSY. The MHC is HLA-B40:01 with pseudo-sequence HLA-B40:01. The binding affinity (normalized) is 0.0847. (4) The peptide sequence is VTPEQRPLY. The MHC is HLA-A01:01 with pseudo-sequence HLA-A01:01. The binding affinity (normalized) is 0.269. (5) The binding affinity (normalized) is 0.250. The MHC is HLA-A03:01 with pseudo-sequence HLA-A03:01. The peptide sequence is KLWASQIY. (6) The peptide sequence is GRSLEDDIR. The MHC is HLA-B15:01 with pseudo-sequence HLA-B15:01. The binding affinity (normalized) is 0.0847.